From a dataset of Full USPTO retrosynthesis dataset with 1.9M reactions from patents (1976-2016). Predict the reactants needed to synthesize the given product. (1) Given the product [Br:1][C:2]1[CH:3]=[CH:4][C:5]([CH2:8][CH2:9][CH2:10][C:11]([NH:13][C:14]2[CH:19]=[CH:18][CH:17]=[C:16]([C:25]#[N:26])[CH:15]=2)=[O:12])=[C:6]([CH3:28])[CH:7]=1, predict the reactants needed to synthesize it. The reactants are: [Br:1][C:2]1[CH:7]=[CH:6][C:5]([CH2:8][CH2:9][CH2:10][C:11]([NH:13][C:14]2[CH:19]=[CH:18][C:17](S(CC)(=O)=O)=[C:16]([C:25]#[N:26])[CH:15]=2)=[O:12])=[CH:4][CH:3]=1.Br[C:28]1C=CC(CCCC(O)=O)=C(C)C=1.NC1C=C(C=CC=1)C#N. (2) Given the product [CH3:1][O:2][C:3]([C:5]1[CH:14]=[CH:13][C:12]2[C:7](=[CH:8][CH:9]=[C:10]([O:17][CH3:18])[C:11]=2[CH2:15][NH:27][CH2:26][C:25]2[CH:28]=[CH:29][C:22]([O:21][C:20]([F:19])([F:30])[F:31])=[CH:23][CH:24]=2)[CH:6]=1)=[O:4], predict the reactants needed to synthesize it. The reactants are: [CH3:1][O:2][C:3]([C:5]1[CH:14]=[CH:13][C:12]2[C:7](=[CH:8][CH:9]=[C:10]([O:17][CH3:18])[C:11]=2[CH:15]=O)[CH:6]=1)=[O:4].[F:19][C:20]([F:31])([F:30])[O:21][C:22]1[CH:29]=[CH:28][C:25]([CH2:26][NH2:27])=[CH:24][CH:23]=1.CC(O)=O.C([BH3-])#N.[Na+]. (3) Given the product [CH3:26][O:27][C:28]1[CH:29]=[CH:30][C:31]([CH2:32][N:33]2[C:37]3[N:38]=[CH:39][CH:40]=[C:45]([OH:46])[C:36]=3[CH:35]=[N:34]2)=[CH:50][CH:51]=1, predict the reactants needed to synthesize it. The reactants are: C1(C2C=CC=CC=2)C=CC=CC=1.C1(OC2C=CC=CC=2)C=CC=CC=1.[CH3:26][O:27][C:28]1[CH:51]=[CH:50][C:31]([CH2:32][N:33]2[C:37]([NH:38][CH:39]=[C:40]3[C:45](=[O:46])OC(C)(C)OC3=O)=[CH:36][CH:35]=[N:34]2)=[CH:30][CH:29]=1. (4) Given the product [Cl:1][C:2]1[CH:3]=[CH:4][C:5]([C@H:8]2[N:15]3[C:11]([S:12][C:13]([C:19]([N:32]4[CH2:33][CH2:34][N:29]([CH2:35][CH2:36][OH:37])[CH2:30][CH2:31]4)=[O:21])=[C:14]3[CH:16]([CH3:18])[CH3:17])=[N:10][C@H:9]2[C:22]2[CH:23]=[CH:24][C:25]([Cl:28])=[CH:26][CH:27]=2)=[CH:6][CH:7]=1, predict the reactants needed to synthesize it. The reactants are: [Cl:1][C:2]1[CH:7]=[CH:6][C:5]([C@H:8]2[N:15]3[C:11]([S:12][C:13]([C:19]([OH:21])=O)=[C:14]3[CH:16]([CH3:18])[CH3:17])=[N:10][C@H:9]2[C:22]2[CH:27]=[CH:26][C:25]([Cl:28])=[CH:24][CH:23]=2)=[CH:4][CH:3]=1.[N:29]1([CH2:35][CH2:36][OH:37])[CH2:34][CH2:33][NH:32][CH2:31][CH2:30]1. (5) Given the product [NH2:10][C:11]1[CH:18]=[CH:17][C:16]([CH2:2][C:3]2[CH:8]=[CH:7][CH:6]=[CH:5][CH:4]=2)=[CH:15][C:12]=1[C:13]#[N:14], predict the reactants needed to synthesize it. The reactants are: [Br-].[CH2:2]([Zn+])[C:3]1[CH:8]=[CH:7][CH:6]=[CH:5][CH:4]=1.[NH2:10][C:11]1[CH:18]=[CH:17][C:16](I)=[CH:15][C:12]=1[C:13]#[N:14]. (6) The reactants are: S(Cl)(Cl)=O.[Br:5][CH2:6][C@@:7]([OH:12])([CH3:11])[C:8](O)=[O:9].CCN(CC)CC.[NH2:20][C:21]1[CH:22]=[CH:23][C:24]([C:31]#[N:32])=[C:25]([C:27]([F:30])([F:29])[F:28])[CH:26]=1. Given the product [Br:5][CH2:6][C@@:7]([OH:12])([CH3:11])[C:8]([NH:20][C:21]1[CH:22]=[CH:23][C:24]([C:31]#[N:32])=[C:25]([C:27]([F:28])([F:29])[F:30])[CH:26]=1)=[O:9], predict the reactants needed to synthesize it. (7) Given the product [CH2:6]([O:13][N:14]=[CH:4][CH:1]1[CH2:2][CH2:3]1)[C:7]1[CH:12]=[CH:11][CH:10]=[CH:9][CH:8]=1, predict the reactants needed to synthesize it. The reactants are: [CH:1]1([CH:4]=O)[CH2:3][CH2:2]1.[CH2:6]([O:13][NH2:14])[C:7]1[CH:12]=[CH:11][CH:10]=[CH:9][CH:8]=1.C([O-])(=O)C.[Na+]. (8) Given the product [CH3:29][O:30][C:31]1[CH:32]=[C:33]([C:2]2[CH:7]=[CH:6][C:5]([Br:8])=[CH:4][N:3]=2)[CH:34]=[CH:35][C:36]=1[O:37][CH3:38], predict the reactants needed to synthesize it. The reactants are: Br[C:2]1[CH:7]=[CH:6][C:5]([Br:8])=[CH:4][N:3]=1.BrC1C=CC(C(CCCCCCC(OCC)=O)=O)=CC=1.[CH3:29][O:30][C:31]1[CH:32]=[C:33](B(O)O)[CH:34]=[CH:35][C:36]=1[O:37][CH3:38].S1C=CC(B(O)O)=C1.